From a dataset of Forward reaction prediction with 1.9M reactions from USPTO patents (1976-2016). Predict the product of the given reaction. The product is: [Br:60][CH2:37][C:36]([C@H:33]1[C@@H:24]2[C@@H:25]3[C@@:20]([CH3:49])([CH2:21][CH2:22][C@@:23]2([C:39]([O:41][CH2:42][C:43]2[CH:44]=[CH:45][CH:46]=[CH:47][CH:48]=2)=[O:40])[CH2:35][CH2:34]1)[C@@:19]1([CH3:50])[C@@H:28]([C@:29]2([CH3:32])[C@@H:16]([CH2:17][CH2:18]1)[C:15]([CH3:52])([CH3:51])[C:14]([C:11]1[CH:12]=[CH:13][C:8]([C:6]([O:5][C:1]([CH3:2])([CH3:3])[CH3:4])=[O:7])=[CH:9][CH:10]=1)=[CH:31][CH2:30]2)[CH2:27][CH2:26]3)=[CH2:38]. Given the reactants [C:1]([O:5][C:6]([C:8]1[CH:13]=[CH:12][C:11]([C:14]2[C:15]([CH3:52])([CH3:51])[C@H:16]3[C@:29]([CH3:32])([CH2:30][CH:31]=2)[C@@H:28]2[C@:19]([CH3:50])([C@@:20]4([CH3:49])[C@H:25]([CH2:26][CH2:27]2)[C@H:24]2[C@H:33]([C:36]([CH3:38])=[CH2:37])[CH2:34][CH2:35][C@:23]2([C:39]([O:41][CH2:42][C:43]2[CH:48]=[CH:47][CH:46]=[CH:45][CH:44]=2)=[O:40])[CH2:22][CH2:21]4)[CH2:18][CH2:17]3)=[CH:10][CH:9]=1)=[O:7])([CH3:4])([CH3:3])[CH3:2].C1C(=O)N([Br:60])C(=O)C1, predict the reaction product.